Dataset: Full USPTO retrosynthesis dataset with 1.9M reactions from patents (1976-2016). Task: Predict the reactants needed to synthesize the given product. (1) Given the product [CH3:1][O:2][C:3]1[CH:8]=[CH:7][C:6]([O:9][CH3:10])=[CH:5][C:4]=1[CH:11]([OH:31])[CH2:12][N:13]1[CH2:14][CH2:15][CH:16]([N:19]2[C:27]3[C:22](=[CH:23][CH:24]=[C:25]([C:28]([NH2:30])=[O:29])[CH:26]=3)[CH:21]=[CH:20]2)[CH2:17][CH2:18]1, predict the reactants needed to synthesize it. The reactants are: [CH3:1][O:2][C:3]1[CH:8]=[CH:7][C:6]([O:9][CH3:10])=[CH:5][C:4]=1[C:11](=[O:31])[CH2:12][N:13]1[CH2:18][CH2:17][CH:16]([N:19]2[C:27]3[C:22](=[CH:23][CH:24]=[C:25]([C:28]([NH2:30])=[O:29])[CH:26]=3)[CH:21]=[CH:20]2)[CH2:15][CH2:14]1.[BH4-].[Na+]. (2) Given the product [CH3:15][N:16]([CH3:20])[CH2:17][CH2:18][N:19]1[CH:7]=[CH:6][C:5]2[C:10](=[CH:11][CH:12]=[CH:13][C:4]=2[N+:1]([O-:3])=[O:2])[C:9]1=[O:14], predict the reactants needed to synthesize it. The reactants are: [N+:1]([C:4]1[CH:13]=[CH:12][CH:11]=[C:10]2[C:5]=1[CH:6]=[CH:7]O[C:9]2=[O:14])([O-:3])=[O:2].[CH3:15][N:16]([CH3:20])[CH2:17][CH2:18][NH2:19].CO. (3) Given the product [F:33][C:28]1[CH:29]=[CH:30][CH:31]=[CH:32][C:27]=1[N:25]1[C:24](=[O:34])[C:8]2=[CH:9][N:52]([C@@H:47]3[CH2:48][CH2:49][CH2:50][CH2:51][C@H:46]3[NH:45][C:40]3[C:39]([F:38])=[CH:44][CH:43]=[CH:42][N:41]=3)[C:5]3[CH:4]=[CH:3][CH:2]=[C:11]([NH:10][CH2:12][C:13]4[CH:18]=[CH:17][C:16]([N:19]5[CH:23]=[CH:22][CH:21]=[N:20]5)=[CH:15][CH:14]=4)[C:6]=3[C:7]2=[N:26]1, predict the reactants needed to synthesize it. The reactants are: F[C:2]1[C:11]2[N:10]([CH2:12][C:13]3[CH:18]=[CH:17][C:16]([N:19]4[CH:23]=[CH:22][CH:21]=[N:20]4)=[CH:15][CH:14]=3)[CH:9]=[C:8]3[C:24](=[O:34])[N:25]([C:27]4[CH:32]=[CH:31][CH:30]=[CH:29][C:28]=4[F:33])[N:26]=[C:7]3[C:6]=2[C:5](F)=[CH:4][CH:3]=1.Cl.Cl.[F:38][C:39]1[C:40]([NH:45][C@@H:46]2[CH2:51][CH2:50][CH2:49][CH2:48][C@H:47]2[NH2:52])=[N:41][CH:42]=[CH:43][CH:44]=1.C(=O)([O-])[O-].[K+].[K+]. (4) Given the product [CH3:13][O:14][C:15]1[CH:16]=[CH:17][C:18]([S:21][C:22]2[CH:27]=[CH:26][C:25]([CH3:28])=[CH:24][C:23]=2[NH:29][C:2]2[C:3]3[C:8](=[N:7][C:6]([CH3:12])=[CH:5][CH:4]=3)[N:9]=[CH:10][CH:11]=2)=[CH:19][CH:20]=1, predict the reactants needed to synthesize it. The reactants are: Cl[C:2]1[CH:11]=[CH:10][N:9]=[C:8]2[C:3]=1[CH:4]=[CH:5][C:6]([CH3:12])=[N:7]2.[CH3:13][O:14][C:15]1[CH:20]=[CH:19][C:18]([S:21][C:22]2[CH:27]=[CH:26][C:25]([CH3:28])=[CH:24][C:23]=2[NH2:29])=[CH:17][CH:16]=1. (5) Given the product [F:17][C:18]([F:29])([F:28])[C:19]([NH:4][C:3]1[C:2]([Br:1])=[CH:8][C:7]([CH3:9])=[CH:6][C:5]=1[Br:10])=[O:20], predict the reactants needed to synthesize it. The reactants are: [Br:1][C:2]1[CH:8]=[C:7]([CH3:9])[CH:6]=[C:5]([Br:10])[C:3]=1[NH2:4].N1C=CC=CC=1.[F:17][C:18]([F:29])([F:28])[C:19](O[C:19](=[O:20])[C:18]([F:29])([F:28])[F:17])=[O:20]. (6) Given the product [C:28]([Si:25]([CH3:27])([CH3:26])[O:22][C:19]1[CH:20]=[CH:21][C:16]([NH:15][C:11]2[CH:10]=[C:9]([O:8][C:7]3[CH:23]=[CH:24][C:4]([N+:1]([O-:3])=[O:2])=[CH:5][CH:6]=3)[N:14]=[CH:13][N:12]=2)=[CH:17][CH:18]=1)([CH3:31])([CH3:30])[CH3:29], predict the reactants needed to synthesize it. The reactants are: [N+:1]([C:4]1[CH:24]=[CH:23][C:7]([O:8][C:9]2[N:14]=[CH:13][N:12]=[C:11]([NH:15][C:16]3[CH:21]=[CH:20][C:19]([OH:22])=[CH:18][CH:17]=3)[CH:10]=2)=[CH:6][CH:5]=1)([O-:3])=[O:2].[Si:25](Cl)([C:28]([CH3:31])([CH3:30])[CH3:29])([CH3:27])[CH3:26].CCN(CC)CC. (7) Given the product [Cl:1][C:2]1[CH:25]=[CH:24][C:5]([CH2:6][N:7]2[C:15]3[C:10](=[CH:11][C:12]([CH:16]=[C:17]4[S:21][CH:20]([S:22][CH2:31][CH3:32])[NH:19][C:18]4=[O:23])=[CH:13][CH:14]=3)[CH:9]=[N:8]2)=[C:4]([C:26]([F:28])([F:27])[F:29])[CH:3]=1, predict the reactants needed to synthesize it. The reactants are: [Cl:1][C:2]1[CH:25]=[CH:24][C:5]([CH2:6][N:7]2[C:15]3[C:10](=[CH:11][C:12]([CH:16]=[C:17]4[S:21][C:20](=[S:22])[NH:19][C:18]4=[O:23])=[CH:13][CH:14]=3)[CH:9]=[N:8]2)=[C:4]([C:26]([F:29])([F:28])[F:27])[CH:3]=1.I[CH2:31][CH3:32]. (8) Given the product [C:1]([O:5][C:6]([C@@:8]12[CH2:15][CH2:14][C:13]([F:16])([F:17])[C@@H:12]1[CH2:11][N:10]([C:34]([O:33][CH2:26][C:27]1[CH:32]=[CH:31][CH:30]=[CH:29][CH:28]=1)=[O:35])[CH2:9]2)=[O:7])([CH3:4])([CH3:3])[CH3:2], predict the reactants needed to synthesize it. The reactants are: [C:1]([O:5][C:6]([C@@:8]12[CH2:15][CH2:14][C:13]([F:17])([F:16])[C@@H:12]1[CH2:11][N:10]([C@@H](C1C=CC=CC=1)C)[CH2:9]2)=[O:7])([CH3:4])([CH3:3])[CH3:2].[CH2:26]([O:33][C:34](Cl)=[O:35])[C:27]1[CH:32]=[CH:31][CH:30]=[CH:29][CH:28]=1.